Task: Predict the reaction yield, written as a fraction of the theoretical maximum amount of product (1.0 means a 100% yield; for example, 0.34 means a 34% yield).. Dataset: Reaction yield outcomes from USPTO patents with 853,638 reactions (1) The reactants are [Br:1][C:2]1[N:6](S(C2C=CC=CC=2)(=O)=O)[CH:5]=[C:4]([CH2:16][N:17]([CH3:25])[C:18](=[O:24])[O:19][C:20]([CH3:23])([CH3:22])[CH3:21])[CH:3]=1.O. The catalyst is O1CCCC1.CO.[OH-].[Na+]. The product is [Br:1][C:2]1[NH:6][CH:5]=[C:4]([CH2:16][N:17]([CH3:25])[C:18](=[O:24])[O:19][C:20]([CH3:21])([CH3:22])[CH3:23])[CH:3]=1. The yield is 0.610. (2) The reactants are [CH3:1][O:2][C:3]1[CH:4]=[C:5]2[C:10](=[CH:11][C:12]=1[O:13][CH3:14])[N:9]=[CH:8][CH:7]=[C:6]2[O:15][C:16]1[CH:21]=[CH:20][C:19]([N+:22]([O-])=O)=[CH:18][N:17]=1.C1COCC1.CO. The catalyst is CN(C=O)C. The product is [CH3:1][O:2][C:3]1[CH:4]=[C:5]2[C:10](=[CH:11][C:12]=1[O:13][CH3:14])[N:9]=[CH:8][CH:7]=[C:6]2[O:15][C:16]1[N:17]=[CH:18][C:19]([NH2:22])=[CH:20][CH:21]=1. The yield is 0.981. (3) The catalyst is CN(C)C=O.C1C=CC([P]([Pd]([P](C2C=CC=CC=2)(C2C=CC=CC=2)C2C=CC=CC=2)([P](C2C=CC=CC=2)(C2C=CC=CC=2)C2C=CC=CC=2)[P](C2C=CC=CC=2)(C2C=CC=CC=2)C2C=CC=CC=2)(C2C=CC=CC=2)C2C=CC=CC=2)=CC=1. The reactants are [CH3:1][O:2][C:3]([C:5]1[CH:10]=[CH:9][CH:8]=[C:7](Br)[N:6]=1)=[O:4].C(=O)([O-])[O-].[Cs+].[Cs+].[F:18][C:19]([F:31])([F:30])[O:20][C:21]1[CH:26]=[CH:25][C:24](B(O)O)=[CH:23][CH:22]=1. The product is [CH3:1][O:2][C:3]([C:5]1[CH:10]=[CH:9][CH:8]=[C:7]([C:24]2[CH:23]=[CH:22][C:21]([O:20][C:19]([F:18])([F:30])[F:31])=[CH:26][CH:25]=2)[N:6]=1)=[O:4]. The yield is 0.390. (4) The reactants are Br[C:2]1[C:3]([NH2:9])=[N:4][CH:5]=[C:6]([Br:8])[N:7]=1.[C:10]1(B(O)O)[CH:15]=[CH:14][CH:13]=[CH:12][CH:11]=1. The catalyst is C1(C)C=CC=CC=1. The product is [Br:8][C:6]1[N:7]=[C:2]([C:10]2[CH:15]=[CH:14][CH:13]=[CH:12][CH:11]=2)[C:3]([NH2:9])=[N:4][CH:5]=1. The yield is 0.950. (5) The reactants are [CH:1]1([CH2:4][N:5]2[C:9]3[CH:10]=[CH:11][C:12]([NH:14][C:15](=O)OC)=[CH:13][C:8]=3[N:7]=[C:6]2[CH2:19][C:20]2[CH:25]=[CH:24][C:23]([O:26][CH2:27][CH3:28])=[CH:22][CH:21]=2)[CH2:3][CH2:2]1.[H-].[H-].[H-].[H-].[Li+].[Al+3]. The yield is 0.930. The product is [CH:1]1([CH2:4][N:5]2[C:9]3[CH:10]=[CH:11][C:12]([NH:14][CH3:15])=[CH:13][C:8]=3[N:7]=[C:6]2[CH2:19][C:20]2[CH:21]=[CH:22][C:23]([O:26][CH2:27][CH3:28])=[CH:24][CH:25]=2)[CH2:3][CH2:2]1. The catalyst is C1COCC1. (6) The reactants are [Cl:1][C:2]1[CH:3]=[C:4]2[C:8](=[CH:9][C:10]=1[Cl:11])[NH:7][C:6]([C:12]1[CH:30]=[CH:29][C:15]([C:16]([NH:18][CH:19]3[CH2:24][C:23]([CH3:26])([CH3:25])[NH:22][C:21]([CH3:28])([CH3:27])[CH2:20]3)=[O:17])=[CH:14][C:13]=1[O:31]CC1C=CC=CC=1)=[CH:5]2.CCO.CC#N. The catalyst is Cl. The product is [Cl:1][C:2]1[CH:3]=[C:4]2[C:8](=[CH:9][C:10]=1[Cl:11])[NH:7][C:6]([C:12]1[CH:30]=[CH:29][C:15]([C:16]([NH:18][CH:19]3[CH2:20][C:21]([CH3:27])([CH3:28])[NH:22][C:23]([CH3:25])([CH3:26])[CH2:24]3)=[O:17])=[CH:14][C:13]=1[OH:31])=[CH:5]2. The yield is 0.390.